From a dataset of Full USPTO retrosynthesis dataset with 1.9M reactions from patents (1976-2016). Predict the reactants needed to synthesize the given product. (1) Given the product [C:5]1([C:4]2[O:11][N:2]=[C:1]([NH2:18])[N:3]=2)[CH:10]=[CH:9][CH:8]=[CH:7][CH:6]=1, predict the reactants needed to synthesize it. The reactants are: [C:1](/[N:3]=[C:4](\[O:11]C)/[C:5]1[CH:10]=[CH:9][CH:8]=[CH:7][CH:6]=1)#[N:2].Cl.NO.C([N:18](CC)CC)C. (2) Given the product [C:4]([C:6]1[CH:11]=[CH:10][C:9]([C:12]2[CH:17]=[CH:16][CH:15]=[CH:14][N+:13]=2[O-:18])=[CH:8][CH:7]=1)([OH:5])=[O:3], predict the reactants needed to synthesize it. The reactants are: C([O:3][C:4]([C:6]1[CH:11]=[CH:10][C:9]([C:12]2[CH:17]=[CH:16][CH:15]=[CH:14][N+:13]=2[O-:18])=[CH:8][CH:7]=1)=[O:5])C.N1C=CC=CC=1C1C=CC(C(O)=O)=CC=1.[OH-].[Na+]. (3) Given the product [CH2:1]([O:8][C:9]1[C:22]2[S:21][C:20]3[C:15](=[CH:16][CH:17]=[CH:18][CH:19]=3)[CH2:14][C:13]=2[C:12]([NH:24][CH2:25][C:26]2[CH:31]=[CH:30][C:29]([O:32][CH3:33])=[CH:28][CH:27]=2)=[CH:11][CH:10]=1)[C:2]1[CH:7]=[CH:6][CH:5]=[CH:4][CH:3]=1, predict the reactants needed to synthesize it. The reactants are: [CH2:1]([O:8][C:9]1[C:22]2[S:21][C:20]3[C:15](=[CH:16][CH:17]=[CH:18][CH:19]=3)[C:14](=O)[C:13]=2[C:12]([NH:24][CH2:25][C:26]2[CH:31]=[CH:30][C:29]([O:32][CH3:33])=[CH:28][CH:27]=2)=[CH:11][CH:10]=1)[C:2]1[CH:7]=[CH:6][CH:5]=[CH:4][CH:3]=1.B.C1COCC1.